Dataset: CYP3A4 inhibition data for predicting drug metabolism from PubChem BioAssay. Task: Regression/Classification. Given a drug SMILES string, predict its absorption, distribution, metabolism, or excretion properties. Task type varies by dataset: regression for continuous measurements (e.g., permeability, clearance, half-life) or binary classification for categorical outcomes (e.g., BBB penetration, CYP inhibition). Dataset: cyp3a4_veith. (1) The result is 1 (inhibitor). The molecule is COc1ccc(CNc2nc(-c3cccc(NS(C)(=O)=O)c3)nc3ccccc23)c(OC)c1. (2) The compound is COc1ccc(-c2cn3c(C)c(C(=O)NC(C)C)sc3n2)cc1. The result is 0 (non-inhibitor). (3) The drug is CC1CCCC(NC(=O)CCn2c(=O)oc3ccccc32)C1C. The result is 1 (inhibitor). (4) The drug is CCCNC(=O)OC[C@@H]1O[C@H](c2ccccc2)C=C[C@@H]1Oc1ccc(OC)cc1. The result is 1 (inhibitor). (5) The molecule is CC(C)c1ccc2c(c1)c(SC(C)(C)C)c(CC(C)(C)C(=O)[O-])n2Cc1ccc(Cl)cc1.[Na+]. The result is 1 (inhibitor). (6) The compound is CCCC(O)(CCC)C(=O)NNc1ccccc1. The result is 0 (non-inhibitor). (7) The compound is CC(C)(C)c1ccc(OC(=O)Nc2ccc(O)c(C(=O)O)c2)cc1. The result is 0 (non-inhibitor). (8) The drug is Cc1ccc2nc(NC(=O)CSc3nc4c(c(=O)n3C)SC(C)C4)sc2c1. The result is 0 (non-inhibitor). (9) The compound is N#Cc1cccc(NC(=O)N2CCCC3(CCN(C(=O)c4cc(C(F)(F)F)cc(C(F)(F)F)c4)CC3)C2)c1. The result is 1 (inhibitor).